Dataset: Full USPTO retrosynthesis dataset with 1.9M reactions from patents (1976-2016). Task: Predict the reactants needed to synthesize the given product. Given the product [Cl:48][C:46]1[S:45][C:43]2[NH:44][C:40]([C:38]([NH:37][C@@H:29]3[CH2:30][C:31]4[C:36](=[CH:35][CH:34]=[CH:33][CH:32]=4)[C@H:28]3[CH2:27][CH:2]([C:3]([O:5][CH2:6][CH3:7])=[O:4])[C:1]([O:9][CH2:10][CH3:11])=[O:8])=[O:39])=[CH:41][C:42]=2[CH:47]=1, predict the reactants needed to synthesize it. The reactants are: [C:1]([O:9][CH2:10][CH3:11])(=[O:8])[CH2:2][C:3]([O:5][CH2:6][CH3:7])=[O:4].C[Si]([N-][Si](C)(C)C)(C)C.[Na+].CS(O[CH2:27][C@@H:28]1[C:36]2[C:31](=[CH:32][CH:33]=[CH:34][CH:35]=2)[CH2:30][C@H:29]1[NH:37][C:38]([C:40]1[NH:44][C:43]2[S:45][C:46]([Cl:48])=[CH:47][C:42]=2[CH:41]=1)=[O:39])(=O)=O.[Cl-].[NH4+].